Dataset: Full USPTO retrosynthesis dataset with 1.9M reactions from patents (1976-2016). Task: Predict the reactants needed to synthesize the given product. (1) Given the product [F:12][C:9]([F:10])([F:11])[C:7]1[CH:6]=[C:5]([C:13]2[C:17]([C:18]#[N:19])=[CH:16][N:15]([CH:30]([CH3:31])[C:29]([OH:28])=[O:33])[CH:14]=2)[C:4]([C:9]([F:12])([F:11])[F:10])=[CH:3][CH:8]=1, predict the reactants needed to synthesize it. The reactants are: FC(F)(F)[C:3]1[CH:4]=[C:5]([C:13]2[C:17]([C:18]#[N:19])=[CH:16][N:15](CC(O)=O)[CH:14]=2)[CH:6]=[C:7]([C:9]([F:12])([F:11])[F:10])[CH:8]=1.C([O:28][C:29](=[O:33])[CH:30](Br)[CH3:31])C. (2) Given the product [CH2:1]([O:8][C:9]([NH:11][CH:12]([C:17]#[N:18])[C:19]([O:21][CH2:22][CH3:23])=[O:20])=[O:10])[C:2]1[CH:7]=[CH:6][CH:5]=[CH:4][CH:3]=1.[CH2:1]([O:8][C:9]([NH:11][C:12]([C:17](=[O:28])[NH2:18])([C:19]([O:21][CH2:22][CH3:23])=[O:20])[CH2:13][C:14]([O:16][CH2:35][CH3:37])=[O:15])=[O:10])[C:2]1[CH:3]=[CH:4][CH:5]=[CH:6][CH:7]=1.[CH2:1]([O:8][C:9]([NH:11][C:12]1([C:19]([O:21][CH2:22][CH3:23])=[O:20])[CH2:13][C:14](=[O:15])[NH:18][C:17]1=[O:28])=[O:10])[C:2]1[CH:7]=[CH:6][CH:5]=[CH:4][CH:3]=1, predict the reactants needed to synthesize it. The reactants are: [CH2:1]([O:8][C:9]([NH:11][C:12]([C:19]([O:21][CH2:22][CH3:23])=[O:20])([C:17]#[N:18])[CH2:13][C:14]([O-:16])=[O:15])=[O:10])[C:2]1[CH:7]=[CH:6][CH:5]=[CH:4][CH:3]=1.CC(=N[OH:28])C.C1([CH:35]([CH3:37])C)C=CC=CC=1.